This data is from Full USPTO retrosynthesis dataset with 1.9M reactions from patents (1976-2016). The task is: Predict the reactants needed to synthesize the given product. (1) Given the product [C:37]([C:4]1[CH:3]=[C:2](/[C:40](/[CH3:39])=[CH:41]\[CH3:42])[C:10]2[O:9][C:8]([C:11]3[CH:12]=[CH:13][C:14]([C:15]([NH:17][CH2:18][CH:19]4[CH2:20][CH2:21][N:22]([C:25]5[N:30]=[C:29]([C:31]([F:33])([F:32])[F:34])[CH:28]=[CH:27][N:26]=5)[CH2:23][CH2:24]4)=[O:16])=[CH:35][CH:36]=3)=[N:7][C:6]=2[CH:5]=1)#[N:38], predict the reactants needed to synthesize it. The reactants are: Br[C:2]1[C:10]2[O:9][C:8]([C:11]3[CH:36]=[CH:35][C:14]([C:15]([NH:17][CH2:18][CH:19]4[CH2:24][CH2:23][N:22]([C:25]5[N:30]=[C:29]([C:31]([F:34])([F:33])[F:32])[CH:28]=[CH:27][N:26]=5)[CH2:21][CH2:20]4)=[O:16])=[CH:13][CH:12]=3)=[N:7][C:6]=2[CH:5]=[C:4]([C:37]#[N:38])[CH:3]=1.[CH3:39]/[C:40](/B(O)O)=[CH:41]/[CH3:42].C(=O)([O-])[O-].[K+].[K+]. (2) Given the product [Cl:15][CH2:14][CH2:13][CH2:12][CH2:11][O:9][C:4]1[CH:5]=[CH:6][CH:7]=[CH:8][C:3]=1[O:2][CH3:1], predict the reactants needed to synthesize it. The reactants are: [CH3:1][O:2][C:3]1[CH:8]=[CH:7][CH:6]=[CH:5][C:4]=1[OH:9].Br[CH2:11][CH2:12][CH2:13][CH2:14][Cl:15].